Dataset: Reaction yield outcomes from USPTO patents with 853,638 reactions. Task: Predict the reaction yield, written as a fraction of the theoretical maximum amount of product (1.0 means a 100% yield; for example, 0.34 means a 34% yield). (1) The reactants are C[O:2][C:3](=[O:36])[C@H:4]([CH2:16][C:17]1[CH:22]=[CH:21][C:20]([C:23]2[C:24](=[O:35])[N:25]([CH3:34])[C:26]([C:30]([F:33])([F:32])[F:31])=[CH:27][C:28]=2[CH3:29])=[CH:19][CH:18]=1)[NH:5][C:6]([C:8]1[C:13]([Cl:14])=[CH:12][CH:11]=[CH:10][C:9]=1[Cl:15])=[O:7].[OH-].[Na+]. The catalyst is C(O)C. The product is [Cl:15][C:9]1[CH:10]=[CH:11][CH:12]=[C:13]([Cl:14])[C:8]=1[C:6]([NH:5][C@H:4]([C:3]([OH:36])=[O:2])[CH2:16][C:17]1[CH:18]=[CH:19][C:20]([C:23]2[C:24](=[O:35])[N:25]([CH3:34])[C:26]([C:30]([F:32])([F:33])[F:31])=[CH:27][C:28]=2[CH3:29])=[CH:21][CH:22]=1)=[O:7]. The yield is 0.790. (2) The reactants are [O:1]=[C:2]1[C:7]([CH2:8][C:9]2[CH:14]=[CH:13][C:12]([C:15]3[C:16]([C:21]#[N:22])=[CH:17][CH:18]=[CH:19][CH:20]=3)=[CH:11][CH:10]=2)=[C:6]([CH2:23][CH2:24][CH3:25])[N:5]2[N:26]=[CH:27][N:28]=[C:4]2[N:3]1[CH:29]1[CH2:34][CH2:33][CH:32]([O:35][CH2:36][CH:37]=C)[CH2:31][CH2:30]1.I([O-])(=O)(=O)=[O:40].[Na+].CC(C)=O.C(#N)C. The catalyst is C(OCC)(=O)C.O.[Os]=O. The product is [OH:40][CH2:37][CH2:36][O:35][CH:32]1[CH2:33][CH2:34][CH:29]([N:3]2[C:2](=[O:1])[C:7]([CH2:8][C:9]3[CH:14]=[CH:13][C:12]([C:15]4[C:16]([C:21]#[N:22])=[CH:17][CH:18]=[CH:19][CH:20]=4)=[CH:11][CH:10]=3)=[C:6]([CH2:23][CH2:24][CH3:25])[N:5]3[N:26]=[CH:27][N:28]=[C:4]23)[CH2:30][CH2:31]1. The yield is 0.790.